From a dataset of Full USPTO retrosynthesis dataset with 1.9M reactions from patents (1976-2016). Predict the reactants needed to synthesize the given product. (1) Given the product [CH2:1]([O:3][C:4]([C:6]1[CH:7]([C:25]2[CH:30]=[CH:29][C:28]([C:31]#[N:32])=[CH:27][C:26]=2[C:37]([O:40][CH3:35])=[O:39])[N:8]([CH3:24])[C:9](=[O:23])[N:10]([C:13]2[CH:18]=[CH:17][CH:16]=[C:15]([C:19]([F:22])([F:21])[F:20])[CH:14]=2)[C:11]=1[CH3:12])=[O:5])[CH3:2], predict the reactants needed to synthesize it. The reactants are: [CH2:1]([O:3][C:4]([C:6]1[CH:7]([C:25]2[CH:30]=[CH:29][C:28]([C:31]#[N:32])=[CH:27][C:26]=2Br)[N:8]([CH3:24])[C:9](=[O:23])[N:10]([C:13]2[CH:18]=[CH:17][CH:16]=[C:15]([C:19]([F:22])([F:21])[F:20])[CH:14]=2)[C:11]=1[CH3:12])=[O:5])[CH3:2].Cl[CH2:35]Cl.[C:37]([O-:40])(=[O:39])C.[Na+].[C]=O. (2) Given the product [NH2:7][C:5](=[N:6][C:67]([O:68][CH2:69][CH:70]([CH3:72])[CH3:71])=[O:66])[C:8]1[CH:9]=[CH:10][C:11]([NH:14][C@@H:15]([C:32]2[N:36]=[C:35]([O:37][CH2:38][O:39][C:40]([O:42][CH:43]([CH3:45])[CH3:44])=[O:41])[N:34]([C:46]3[N:47]=[CH:48][CH:49]=[CH:50][N:51]=3)[N:33]=2)[C:16]2[C:17]([F:31])=[C:18]([CH:26]=[C:27]([O:29][CH3:30])[CH:28]=2)[O:19][CH2:20][CH2:21][O:22][C:23](=[O:25])[CH3:24])=[CH:12][CH:13]=1, predict the reactants needed to synthesize it. The reactants are: C(O)(=O)C.[C:5]([C:8]1[CH:13]=[CH:12][C:11]([NH:14][C@@H:15]([C:32]2[N:36]=[C:35]([O:37][CH2:38][O:39][C:40]([O:42][CH:43]([CH3:45])[CH3:44])=[O:41])[N:34]([C:46]3[N:51]=[CH:50][CH:49]=[CH:48][N:47]=3)[N:33]=2)[C:16]2[C:17]([F:31])=[C:18]([CH:26]=[C:27]([O:29][CH3:30])[CH:28]=2)[O:19][CH2:20][CH2:21][O:22][C:23](=[O:25])[CH3:24])=[CH:10][CH:9]=1)(=[NH:7])[NH2:6].CN(C=O)C.[N+](C1C=CC([O:66][C:67](=O)[O:68][CH2:69][CH:70]([CH3:72])[CH3:71])=CC=1)([O-])=O.C(N(CC)CC)C. (3) Given the product [NH:35]1[C:36]2=[N:37][CH:38]=[C:30]([C:16]3[CH:15]=[CH:14][C:13]([CH2:12][C:11]([NH:10][C:7]4[CH:6]=[C:5]([C:1]([CH3:2])([CH3:3])[CH3:4])[O:9][N:8]=4)=[O:28])=[CH:18][CH:17]=3)[CH:31]=[C:32]2[CH:33]=[CH:34]1, predict the reactants needed to synthesize it. The reactants are: [C:1]([C:5]1[O:9][N:8]=[C:7]([NH:10][C:11](=[O:28])[CH2:12][C:13]2[CH:18]=[CH:17][C:16](B3OC(C)(C)C(C)(C)O3)=[CH:15][CH:14]=2)[CH:6]=1)([CH3:4])([CH3:3])[CH3:2].Br[C:30]1[CH:31]=[C:32]2[C:36](=[N:37][CH:38]=1)[NH:35][CH:34]=[CH:33]2.C([O-])([O-])=O.[Na+].[Na+].O. (4) Given the product [C:12]([O:11][C:9]([N:27]1[CH2:26][CH:25]=[C:24]([C:21]2[CH:22]=[CH:23][C:18]([Cl:17])=[CH:19][CH:20]=2)[CH2:29][CH2:28]1)=[O:10])([CH3:13])([CH3:14])[CH3:15], predict the reactants needed to synthesize it. The reactants are: [C:12]([O:11][C:9](O[C:9]([O:11][C:12]([CH3:15])([CH3:14])[CH3:13])=[O:10])=[O:10])([CH3:15])([CH3:14])[CH3:13].Cl.[Cl:17][C:18]1[CH:23]=[CH:22][C:21]([C:24]2[CH2:25][CH2:26][NH:27][CH2:28][CH:29]=2)=[CH:20][CH:19]=1.C(N(CC)CC)C.